This data is from Forward reaction prediction with 1.9M reactions from USPTO patents (1976-2016). The task is: Predict the product of the given reaction. (1) Given the reactants [Br:1][C:2]1[CH:7]=[CH:6][N:5]=[C:4]([NH2:8])[CH:3]=1.Br[CH2:10][C:11]([C:13]1[CH:18]=[CH:17][C:16]([OH:19])=[CH:15][CH:14]=1)=O, predict the reaction product. The product is: [Br:1][C:2]1[CH:7]=[CH:6][N:5]2[CH:10]=[C:11]([C:13]3[CH:18]=[CH:17][C:16]([OH:19])=[CH:15][CH:14]=3)[N:8]=[C:4]2[CH:3]=1. (2) The product is: [NH2:11][C@@H:12]([CH2:17][C:18]([NH:20][C:21]1[CH:33]=[CH:32][C:31]2[C:30]3[C:25](=[CH:26][C:27]([F:34])=[CH:28][CH:29]=3)[CH2:24][C:23]=2[CH:22]=1)=[O:19])[C:13]([O:15][CH3:16])=[O:14]. Given the reactants C(OC([NH:11][C@@H:12]([CH2:17][C:18]([NH:20][C:21]1[CH:33]=[CH:32][C:31]2[C:30]3[C:25](=[CH:26][C:27]([F:34])=[CH:28][CH:29]=3)[CH2:24][C:23]=2[CH:22]=1)=[O:19])[C:13]([O:15][CH3:16])=[O:14])=O)C1C=CC=CC=1, predict the reaction product. (3) Given the reactants Br[C:2]1[CH:9]=[CH:8][C:5]([C:6]#[N:7])=[C:4]([Cl:10])[CH:3]=1.[CH2:11]([C@@H:13]1[NH:17][C:16](=[O:18])[CH2:15][C@@:14]1([OH:20])[CH3:19])[CH3:12].C1(P(C2C=CC=CC=2)C2C3OC4C(=CC=CC=4P(C4C=CC=CC=4)C4C=CC=CC=4)C(C)(C)C=3C=CC=2)C=CC=CC=1.C(=O)([O-])[O-].[Cs+].[Cs+], predict the reaction product. The product is: [Cl:10][C:4]1[CH:3]=[C:2]([N:17]2[C:16](=[O:18])[CH2:15][C@@:14]([OH:20])([CH3:19])[C@@H:13]2[CH2:11][CH3:12])[CH:9]=[CH:8][C:5]=1[C:6]#[N:7]. (4) Given the reactants O[CH2:2][P:3](=[O:6])([OH:5])[OH:4].[CH:7]([P:9](=[O:12])([OH:11])[OH:10])=[O:8].[NH2:13][CH2:14][C:15]([OH:17])=[O:16], predict the reaction product. The product is: [P:3]([CH2:2][NH:13][CH2:14][C:15]([OH:17])=[O:16])([OH:5])([OH:4])=[O:6].[CH:7]([P:9](=[O:10])([OH:12])[OH:11])=[O:8]. (5) The product is: [CH2:6]([NH:7][C:8]1[N:16]=[CH:15][N:14]=[C:10]2[C:9]=1[N:13]=[CH:12][N:11]2[CH2:25][CH2:24][Br:23])[C:3]1[O:4][CH:5]=[CH:1][CH:2]=1. Given the reactants [CH:1]1[CH:2]=[C:3]([CH2:6][NH:7][C:8]2[N:16]=[CH:15][N:14]=[C:10]3[N:11]=[CH:12][NH:13][C:9]=23)[O:4][CH:5]=1.C([O-])([O-])=O.[K+].[K+].[Br:23][CH2:24][CH2:25]Br, predict the reaction product. (6) The product is: [Br:1][C:2]1[CH:25]=[N:24][C:5]2=[N:6][C:7]([N:11]3[CH2:16][CH2:15][N:14]([C:17]([O:19][C:20]([CH3:23])([CH3:22])[CH3:21])=[O:18])[CH2:13][CH2:12]3)=[C:8]([NH:27][NH2:28])[N:9]=[C:4]2[CH:3]=1. Given the reactants [Br:1][C:2]1[CH:25]=[N:24][C:5]2=[N:6][C:7]([N:11]3[CH2:16][CH2:15][N:14]([C:17]([O:19][C:20]([CH3:23])([CH3:22])[CH3:21])=[O:18])[CH2:13][CH2:12]3)=[C:8](Cl)[N:9]=[C:4]2[CH:3]=1.O.[NH2:27][NH2:28], predict the reaction product.